From a dataset of Full USPTO retrosynthesis dataset with 1.9M reactions from patents (1976-2016). Predict the reactants needed to synthesize the given product. (1) Given the product [CH2:1]([Si:4]([CH2:18][CH:19]=[CH2:20])([CH2:15][CH:16]=[CH2:17])[CH2:5][CH2:6][CH2:7][C:8]1[CH:13]=[CH:12][C:11]([CH:33]=[O:34])=[CH:10][CH:9]=1)[CH:2]=[CH2:3], predict the reactants needed to synthesize it. The reactants are: [CH2:1]([Si:4]([CH2:18][CH:19]=[CH2:20])([CH2:15][CH:16]=[CH2:17])[CH2:5][CH2:6][CH2:7][C:8]1[CH:13]=[CH:12][C:11](Br)=[CH:10][CH:9]=1)[CH:2]=[CH2:3].C([Mg]Cl)(C)C.[Li]CCCC.CN(C)[CH:33]=[O:34].[Cl-].[NH4+]. (2) Given the product [Br:4][C:5]1[CH:6]=[C:7]([CH:11]=[CH:12][C:13]=1[N+:14]([O-:16])=[O:15])[C:8]([NH2:3])=[O:9], predict the reactants needed to synthesize it. The reactants are: C(#[N:3])C.[Br:4][C:5]1[CH:6]=[C:7]([CH:11]=[CH:12][C:13]=1[N+:14]([O-:16])=[O:15])[C:8](O)=[O:9].[Cl-].COC1N=C(OC)N=C([N+]2(C)CCOCC2)N=1.N.CO. (3) Given the product [Cl:22][C:13]1[C:12]2[C:7](=[CH:8][C:9]([O:18][CH3:19])=[C:10]([O:16][CH3:17])[CH:11]=2)[N:6]=[C:5]([CH2:4][N:2]([CH3:3])[CH3:1])[N:14]=1, predict the reactants needed to synthesize it. The reactants are: [CH3:1][N:2]([CH2:4][C:5]1[NH:14][C:13](=O)[C:12]2[C:7](=[CH:8][C:9]([O:18][CH3:19])=[C:10]([O:16][CH3:17])[CH:11]=2)[N:6]=1)[CH3:3].P(Cl)(Cl)([Cl:22])=O. (4) Given the product [N:14]([C:15]1[CH:20]=[CH:19][C:18]([S:21]([NH:24][CH3:25])(=[O:23])=[O:22])=[CH:17][CH:16]=1)=[C:6]=[S:7], predict the reactants needed to synthesize it. The reactants are: C(=O)([O-])[O-].[Ca+2].[C:6](Cl)(Cl)=[S:7].ClCCl.O.[NH2:14][C:15]1[CH:20]=[CH:19][C:18]([S:21]([NH:24][CH3:25])(=[O:23])=[O:22])=[CH:17][CH:16]=1.Cl.